The task is: Predict the reaction yield, written as a fraction of the theoretical maximum amount of product (1.0 means a 100% yield; for example, 0.34 means a 34% yield).. This data is from Reaction yield outcomes from USPTO patents with 853,638 reactions. The yield is 0.830. The catalyst is C(#N)C. The product is [Br:9][C:10]1[C:11]([Cl:17])=[C:12]([Cl:1])[C:13]([NH2:16])=[N:14][CH:15]=1. The reactants are [Cl:1]N1C(=O)CCC1=O.[Br:9][C:10]1[C:11]([Cl:17])=[CH:12][C:13]([NH2:16])=[N:14][CH:15]=1.